Task: Predict which catalyst facilitates the given reaction.. Dataset: Catalyst prediction with 721,799 reactions and 888 catalyst types from USPTO (1) Reactant: FC(F)(F)S(O[C:7]1[CH2:8][C:9]([CH3:14])([CH3:13])[O:10][CH2:11][CH:12]=1)(=O)=O.FC(F)(F)S(OC1CCOC(C)(C)C=1)(=O)=O.[B:33]1([B:33]2[O:37][C:36]([CH3:39])([CH3:38])[C:35]([CH3:41])([CH3:40])[O:34]2)[O:37][C:36]([CH3:39])([CH3:38])[C:35]([CH3:41])([CH3:40])[O:34]1.C([O-])(=O)C.[K+]. Product: [CH3:13][C:9]1([CH3:14])[CH2:8][C:7]([B:33]2[O:37][C:36]([CH3:39])([CH3:38])[C:35]([CH3:41])([CH3:40])[O:34]2)=[CH:12][CH2:11][O:10]1. The catalyst class is: 12. (2) Reactant: [F:1][C:2]1[CH:3]=[C:4]([NH:10][C:11]([C:13]2[CH:14]=[C:15]([S:20](Cl)(=[O:22])=[O:21])[CH:16]=[CH:17][C:18]=2[F:19])=[O:12])[CH:5]=[C:6]([F:9])[C:7]=1[F:8].[F:24][C:25]([F:31])([F:30])[C:26]1([NH2:29])[CH2:28][CH2:27]1.Cl. Product: [F:1][C:2]1[CH:3]=[C:4]([NH:10][C:11](=[O:12])[C:13]2[CH:14]=[C:15]([S:20](=[O:22])(=[O:21])[NH:29][C:26]3([C:25]([F:31])([F:30])[F:24])[CH2:28][CH2:27]3)[CH:16]=[CH:17][C:18]=2[F:19])[CH:5]=[C:6]([F:9])[C:7]=1[F:8]. The catalyst class is: 17. (3) Reactant: [C:1]12([N:11]3[CH2:15][C@@H:14]([OH:16])[CH2:13][C:12]3=[O:17])[CH2:10][CH:5]3[CH2:6][CH:7]([CH2:9][CH:3]([CH2:4]3)[CH2:2]1)[CH2:8]2.C([N-]C(C)C)(C)C.[Li+].CN(C)P(=O)(N(C)C)N(C)C.Cl[CH2:38][C:39]1[C:44]([Cl:45])=[CH:43][CH:42]=[CH:41][C:40]=1[Cl:46]. Product: [C:1]12([N:11]3[CH2:15][C@@H:14]([OH:16])[C@H:13]([CH2:38][C:39]4[C:44]([Cl:45])=[CH:43][CH:42]=[CH:41][C:40]=4[Cl:46])[C:12]3=[O:17])[CH2:2][CH:3]3[CH2:9][CH:7]([CH2:6][CH:5]([CH2:4]3)[CH2:10]1)[CH2:8]2. The catalyst class is: 30.